Dataset: NCI-60 drug combinations with 297,098 pairs across 59 cell lines. Task: Regression. Given two drug SMILES strings and cell line genomic features, predict the synergy score measuring deviation from expected non-interaction effect. (1) Drug 1: CC1=C(C=C(C=C1)C(=O)NC2=CC(=CC(=C2)C(F)(F)F)N3C=C(N=C3)C)NC4=NC=CC(=N4)C5=CN=CC=C5. Drug 2: CCN(CC)CCNC(=O)C1=C(NC(=C1C)C=C2C3=C(C=CC(=C3)F)NC2=O)C. Cell line: TK-10. Synergy scores: CSS=-4.59, Synergy_ZIP=1.01, Synergy_Bliss=-2.96, Synergy_Loewe=-9.37, Synergy_HSA=-8.31. (2) Drug 1: C1CC(C1)(C(=O)O)C(=O)O.[NH2-].[NH2-].[Pt+2]. Drug 2: C1C(C(OC1N2C=NC3=C2NC=NCC3O)CO)O. Cell line: SF-268. Synergy scores: CSS=16.4, Synergy_ZIP=-3.16, Synergy_Bliss=-0.300, Synergy_Loewe=1.98, Synergy_HSA=0.564. (3) Cell line: NCI-H322M. Drug 2: CC1C(C(CC(O1)OC2CC(CC3=C2C(=C4C(=C3O)C(=O)C5=CC=CC=C5C4=O)O)(C(=O)C)O)N)O. Drug 1: CC1C(C(=O)NC(C(=O)N2CCCC2C(=O)N(CC(=O)N(C(C(=O)O1)C(C)C)C)C)C(C)C)NC(=O)C3=C4C(=C(C=C3)C)OC5=C(C(=O)C(=C(C5=N4)C(=O)NC6C(OC(=O)C(N(C(=O)CN(C(=O)C7CCCN7C(=O)C(NC6=O)C(C)C)C)C)C(C)C)C)N)C. Synergy scores: CSS=61.5, Synergy_ZIP=22.4, Synergy_Bliss=22.8, Synergy_Loewe=21.0, Synergy_HSA=21.8.